Task: Regression. Given a peptide amino acid sequence and an MHC pseudo amino acid sequence, predict their binding affinity value. This is MHC class I binding data.. Dataset: Peptide-MHC class I binding affinity with 185,985 pairs from IEDB/IMGT (1) The peptide sequence is YVFPVIFSK. The MHC is Mamu-B01 with pseudo-sequence Mamu-B01. The binding affinity (normalized) is 0. (2) The peptide sequence is AVFPRYHPR. The MHC is HLA-B15:01 with pseudo-sequence HLA-B15:01. The binding affinity (normalized) is 0.0847. (3) The MHC is HLA-A31:01 with pseudo-sequence HLA-A31:01. The peptide sequence is TSETMYLTMK. The binding affinity (normalized) is 0.297. (4) The peptide sequence is FSDESTGAR. The MHC is HLA-B58:01 with pseudo-sequence HLA-B58:01. The binding affinity (normalized) is 0.0847. (5) The peptide sequence is RAVEPGTVL. The MHC is HLA-B40:01 with pseudo-sequence HLA-B40:01. The binding affinity (normalized) is 0.461. (6) The peptide sequence is KYAAAVAGL. The MHC is H-2-Ld with pseudo-sequence H-2-Ld. The binding affinity (normalized) is 0. (7) The peptide sequence is SDHLISEML. The MHC is HLA-B18:01 with pseudo-sequence HLA-B18:01. The binding affinity (normalized) is 0.